Dataset: Catalyst prediction with 721,799 reactions and 888 catalyst types from USPTO. Task: Predict which catalyst facilitates the given reaction. (1) Reactant: [Cl:1][C:2]1[CH:7]=[CH:6][C:5]([C:8]2[C:12]([CH3:13])=[CH:11][NH:10][C:9]=2[C:14]([OH:16])=O)=[CH:4][CH:3]=1.CCN(C(C)C)C(C)C.[NH:26]1[CH2:31][CH2:30][O:29][CH2:28][CH2:27]1.C1C=NC2N(O)N=NC=2C=1.CCN=C=NCCCN(C)C. Product: [Cl:1][C:2]1[CH:3]=[CH:4][C:5]([C:8]2[C:12]([CH3:13])=[CH:11][NH:10][C:9]=2[C:14]([N:26]2[CH2:31][CH2:30][O:29][CH2:28][CH2:27]2)=[O:16])=[CH:6][CH:7]=1. The catalyst class is: 2. (2) The catalyst class is: 3. Reactant: [NH2:1][C:2]1[C:7]([C:8]#[N:9])=[C:6]([C:10]2[CH:15]=[CH:14][C:13]([O:16][CH2:17][C@H:18]3[CH2:22][O:21][C:20]([CH3:24])([CH3:23])[O:19]3)=[CH:12][CH:11]=2)[C:5]([C:25]#[N:26])=[C:4]([SH:27])[N:3]=1.Cl[CH2:29][C:30]1[N:31]=[C:32]([C:35]2[CH:40]=[CH:39][C:38]([Cl:41])=[CH:37][CH:36]=2)[O:33][CH:34]=1.C(=O)([O-])O.[Na+]. Product: [NH2:1][C:2]1[C:7]([C:8]#[N:9])=[C:6]([C:10]2[CH:15]=[CH:14][C:13]([O:16][CH2:17][C@H:18]3[CH2:22][O:21][C:20]([CH3:23])([CH3:24])[O:19]3)=[CH:12][CH:11]=2)[C:5]([C:25]#[N:26])=[C:4]([S:27][CH2:29][C:30]2[N:31]=[C:32]([C:35]3[CH:40]=[CH:39][C:38]([Cl:41])=[CH:37][CH:36]=3)[O:33][CH:34]=2)[N:3]=1. (3) Reactant: [CH3:1][O:2][C:3](=[O:21])[CH2:4][CH2:5][C:6]1[CH:11]=[CH:10][C:9]([CH2:12][N:13]2[CH:17]=[CH:16][CH:15]=[N:14]2)=[CH:8][C:7]=1[C:18](O)=[O:19]. Product: [CH3:1][O:2][C:3](=[O:21])[CH2:4][CH2:5][C:6]1[CH:11]=[CH:10][C:9]([CH2:12][N:13]2[CH:17]=[CH:16][CH:15]=[N:14]2)=[CH:8][C:7]=1[CH2:18][OH:19]. The catalyst class is: 1. (4) Reactant: [C:1]([C:3]1[O:4][CH:5]=[CH:6][CH:7]=1)#[CH:2].[Cl:8][C:9]1[CH:14]=[CH:13][C:12](I)=[CH:11][CH:10]=1.N1CCC[C@H]1C(O)=O.C([O-])([O-])=O.[Na+].[Na+].O=C1O[C@H]([C@H](CO)O)C([O-])=C1O.[Na+].[N-:43]=[N+:44]=[N-:45].[Na+].[OH-].[NH4+]. Product: [Cl:8][C:9]1[CH:14]=[CH:13][C:12]([N:43]2[CH:2]=[C:1]([C:3]3[O:4][CH:5]=[CH:6][CH:7]=3)[N:45]=[N:44]2)=[CH:11][CH:10]=1. The catalyst class is: 58.